From a dataset of Reaction yield outcomes from USPTO patents with 853,638 reactions. Predict the reaction yield, written as a fraction of the theoretical maximum amount of product (1.0 means a 100% yield; for example, 0.34 means a 34% yield). (1) The reactants are Cl[C:2]1[N:7]2[N:8]=[C:9](C)[CH:10]=[C:6]2[N:5]=[C:4]([NH:12][C:13](=[O:24])[C:14]2[CH:19]=[CH:18][C:17]([C:20]([OH:23])([CH3:22])[CH3:21])=[CH:16][CH:15]=2)[CH:3]=1.[NH:25]1[CH2:29][CH2:28][C@H:27]([NH:30][C:31](=[O:33])[CH3:32])[CH2:26]1. The catalyst is CN1C(=O)CCC1. The product is [C:31]([NH:30][C@H:27]1[CH2:28][CH2:29][N:25]([C:2]2[N:7]3[N:8]=[CH:9][CH:10]=[C:6]3[N:5]=[C:4]([NH:12][C:13](=[O:24])[C:14]3[CH:19]=[CH:18][C:17]([C:20]([OH:23])([CH3:21])[CH3:22])=[CH:16][CH:15]=3)[CH:3]=2)[CH2:26]1)(=[O:33])[CH3:32]. The yield is 0.990. (2) The reactants are [C:1]([C:3]1[CH:8]=[CH:7][CH:6]=[CH:5][C:4]=1[C:9]1[CH:14]=[CH:13][C:12]([CH2:15][CH:16]([C:22](=O)[CH2:23][CH2:24][CH3:25])[C:17](OCC)=[O:18])=[CH:11][CH:10]=1)#[N:2].Cl.[CH3:28][C:29]1[CH:33]=[C:32]([NH:34][CH:35]2[CH2:40][CH2:39][O:38][CH2:37][CH2:36]2)[NH:31][N:30]=1.C(N(CC)C1C=CC=CC=1)C. The catalyst is C(OCC)(=O)C. The product is [CH3:28][C:29]1[CH:33]=[C:32]2[N:34]([CH:35]3[CH2:40][CH2:39][O:38][CH2:37][CH2:36]3)[C:17](=[O:18])[C:16]([CH2:15][C:12]3[CH:13]=[CH:14][C:9]([C:4]4[C:3]([C:1]#[N:2])=[CH:8][CH:7]=[CH:6][CH:5]=4)=[CH:10][CH:11]=3)=[C:22]([CH2:23][CH2:24][CH3:25])[N:31]2[N:30]=1. The yield is 0.420. (3) The reactants are [CH3:1][N:2]([CH3:12])[C:3]1[CH:8]=[CH:7][CH:6]=[C:5]([N+:9]([O-])=O)[CH:4]=1. The catalyst is CO.[Pd]. The product is [CH3:1][N:2]([CH3:12])[C:3]1[CH:4]=[C:5]([NH2:9])[CH:6]=[CH:7][CH:8]=1. The yield is 0.900.